This data is from Peptide-MHC class II binding affinity with 134,281 pairs from IEDB. The task is: Regression. Given a peptide amino acid sequence and an MHC pseudo amino acid sequence, predict their binding affinity value. This is MHC class II binding data. (1) The peptide sequence is LLVSGWNSITV. The MHC is DRB1_1101 with pseudo-sequence DRB1_1101. The binding affinity (normalized) is 0. (2) The peptide sequence is EGAIVGEISPLPSLPGHTD. The MHC is DRB1_0802 with pseudo-sequence DRB1_0802. The binding affinity (normalized) is 0.499. (3) The peptide sequence is TVMAPDKPSLDISLE. The MHC is HLA-DQA10201-DQB10402 with pseudo-sequence HLA-DQA10201-DQB10402. The binding affinity (normalized) is 0.245. (4) The peptide sequence is LQFRRIRGPRASVIP. The MHC is DRB1_1302 with pseudo-sequence DRB1_1302. The binding affinity (normalized) is 0.787. (5) The peptide sequence is TKEDLFGKKNLIPSS. The MHC is DRB1_0404 with pseudo-sequence DRB1_0404. The binding affinity (normalized) is 0.300.